This data is from Catalyst prediction with 721,799 reactions and 888 catalyst types from USPTO. The task is: Predict which catalyst facilitates the given reaction. (1) Reactant: [CH2:1]([N:3]1[CH2:8][C:7]([CH3:10])([CH3:9])[O:6][C:5](=[O:11])[CH:4]1[CH2:12][C:13]([OH:15])=O)[CH3:2].C(N(C(C)C)CC)(C)C.CN(C(ON1N=NC2C=CC=NC1=2)=[N+](C)C)C.F[P-](F)(F)(F)(F)F.[O:49]([C:56]1[CH:62]=[CH:61][C:59]([NH2:60])=[CH:58][CH:57]=1)[C:50]1[CH:55]=[CH:54][CH:53]=[CH:52][CH:51]=1. Product: [CH2:1]([N:3]1[CH2:8][C:7]([CH3:9])([CH3:10])[O:6][C:5](=[O:11])[CH:4]1[CH2:12][C:13]([NH:60][C:59]1[CH:58]=[CH:57][C:56]([O:49][C:50]2[CH:55]=[CH:54][CH:53]=[CH:52][CH:51]=2)=[CH:62][CH:61]=1)=[O:15])[CH3:2]. The catalyst class is: 3. (2) Reactant: [F:1][C:2]([F:24])([F:23])[C:3]1[CH:4]=[C:5]([C:13]2[N:14](/[CH:18]=[CH:19]\[C:20](O)=[O:21])[CH:15]=[CH:16][CH:17]=2)[CH:6]=[C:7]([C:9]([F:12])([F:11])[F:10])[CH:8]=1.Cl.[F:26][C:27]1([F:31])[CH2:30][NH:29][CH2:28]1.C(P1(=O)OP(CCC)(=O)OP(CCC)(=O)O1)CC.CCN(C(C)C)C(C)C. Product: [F:11][C:9]([F:12])([F:10])[C:7]1[CH:6]=[C:5]([C:13]2[N:14](/[CH:18]=[CH:19]\[C:20]([N:29]3[CH2:30][C:27]([F:31])([F:26])[CH2:28]3)=[O:21])[CH:15]=[CH:16][CH:17]=2)[CH:4]=[C:3]([C:2]([F:23])([F:1])[F:24])[CH:8]=1. The catalyst class is: 2. (3) Reactant: Br[C:2]1[CH:7]=[CH:6][C:5]([C@H:8]2[CH2:13][N:12]([C:14]([O:16][C:17]([CH3:20])([CH3:19])[CH3:18])=[O:15])[CH2:11][CH2:10][N:9]2[C:21]([O:23][C:24]([CH3:27])([CH3:26])[CH3:25])=[O:22])=[CH:4][CH:3]=1.[CH3:28][O:29][C:30]1[CH:35]=[CH:34][C:33](B(O)O)=[CH:32][CH:31]=1.C(=O)([O-])[O-].[Na+].[Na+]. Product: [C:24]([O:23][C:21]([N:9]1[CH2:10][CH2:11][N:12]([C:14]([O:16][C:17]([CH3:20])([CH3:19])[CH3:18])=[O:15])[CH2:13][C@@H:8]1[C:5]1[CH:6]=[CH:7][C:2]([C:33]2[CH:34]=[CH:35][C:30]([O:29][CH3:28])=[CH:31][CH:32]=2)=[CH:3][CH:4]=1)=[O:22])([CH3:27])([CH3:26])[CH3:25]. The catalyst class is: 437. (4) Reactant: [CH2:1]1[CH:5]([OH:6])[CH2:4][NH:3][CH2:2]1.[C:7]1([NH:13][C:14]([C:16]2[CH:21]=[C:20](Br)[CH:19]=[CH:18][N:17]=2)=[O:15])[CH:12]=[CH:11][CH:10]=[CH:9][CH:8]=1.C(Cl)(Cl)Cl.CO. Product: [C:7]1([NH:13][C:14]([C:16]2[CH:21]=[C:20]([N:3]3[CH2:2][CH2:1][CH:5]([OH:6])[CH2:4]3)[CH:19]=[CH:18][N:17]=2)=[O:15])[CH:8]=[CH:9][CH:10]=[CH:11][CH:12]=1. The catalyst class is: 51. (5) Reactant: [C:1]([C:3]1([N:16]2[CH2:21][CH2:20][N:19]([CH:22]3[C:30]4[C:25](=[CH:26][CH:27]=[C:28]([C:31]([F:34])([F:33])[F:32])[CH:29]=4)[CH2:24][CH2:23]3)[C@@H:18]([CH3:35])[CH2:17]2)[CH2:8][CH2:7][N:6]([C:9]([O:11][C:12]([CH3:15])([CH3:14])[CH3:13])=[O:10])[CH2:5][CH2:4]1)#N.C[Mg]Br. Product: [CH3:1][C:3]1([N:16]2[CH2:21][CH2:20][N:19]([CH:22]3[C:30]4[C:25](=[CH:26][CH:27]=[C:28]([C:31]([F:34])([F:33])[F:32])[CH:29]=4)[CH2:24][CH2:23]3)[C@@H:18]([CH3:35])[CH2:17]2)[CH2:8][CH2:7][N:6]([C:9]([O:11][C:12]([CH3:13])([CH3:14])[CH3:15])=[O:10])[CH2:5][CH2:4]1. The catalyst class is: 116. (6) The catalyst class is: 96. Reactant: [F:1][C:2]([F:32])([F:31])[C:3]1[CH:8]=[CH:7][C:6]([C:9]2[C:10]([C:15]([NH:17][C:18]3[CH:27]=[C:26]4[C:21]([CH:22]=[C:23]([C:28](O)=[O:29])[CH:24]=[N:25]4)=[CH:20][CH:19]=3)=[O:16])=[CH:11][CH:12]=[CH:13][CH:14]=2)=[CH:5][CH:4]=1.[CH3:33][C:34]1[CH:35]=[C:36]([CH:39]=[CH:40][CH:41]=1)[CH2:37][NH2:38].Cl.CN(C)CCCN=C=NCC.ON1C2C=CC=CC=2N=N1.C(N(CC)CC)C. Product: [CH3:33][C:34]1[CH:35]=[C:36]([CH:39]=[CH:40][CH:41]=1)[CH2:37][NH:38][C:28]([C:23]1[CH:24]=[N:25][C:26]2[C:21]([CH:22]=1)=[CH:20][CH:19]=[C:18]([NH:17][C:15]([C:10]1[C:9]([C:6]3[CH:5]=[CH:4][C:3]([C:2]([F:32])([F:1])[F:31])=[CH:8][CH:7]=3)=[CH:14][CH:13]=[CH:12][CH:11]=1)=[O:16])[CH:27]=2)=[O:29]. (7) Reactant: Br[C:2]1[C:3]([N:19]2[CH:23]=[CH:22][C:21]([C:24]([F:27])([F:26])[F:25])=[N:20]2)=[N:4][C:5]([NH:8][C:9]2[CH:14]=[C:13]([O:15][CH3:16])[CH:12]=[C:11]([O:17][CH3:18])[CH:10]=2)=[N:6][CH:7]=1.[CH3:28][S:29][C:30]1[C:35]([C:36]([O:38][CH3:39])=[O:37])=[CH:34][C:33](B2OC(C)(C)C(C)(C)O2)=[CH:32][N:31]=1.COC(C1C=C(B(O)O)C=NC=1SC)=O.ClCCl.C(=O)([O-])[O-].[Na+].[Na+]. Product: [CH3:18][O:17][C:11]1[CH:10]=[C:9]([NH:8][C:5]2[N:4]=[C:3]([N:19]3[CH:23]=[CH:22][C:21]([C:24]([F:27])([F:26])[F:25])=[N:20]3)[C:2]([C:33]3[CH:34]=[C:35]([C:36]([O:38][CH3:39])=[O:37])[C:30]([S:29][CH3:28])=[N:31][CH:32]=3)=[CH:7][N:6]=2)[CH:14]=[C:13]([O:15][CH3:16])[CH:12]=1. The catalyst class is: 47. (8) Reactant: [C-:1]#[N:2].[Na+].Cl.[S:5]1[CH:9]=[CH:8][CH:7]=[C:6]1[CH2:10][CH2:11][NH2:12].[Cl:13][C:14]1[CH:21]=[CH:20][CH:19]=[CH:18][C:15]=1[CH:16]=O. Product: [S:5]1[CH:9]=[CH:8][CH:7]=[C:6]1[CH2:10][CH2:11][NH:12][CH:16]([C:15]1[CH:18]=[CH:19][CH:20]=[CH:21][C:14]=1[Cl:13])[C:1]#[N:2]. The catalyst class is: 97. (9) Reactant: [CH3:1][C:2]1[N:7]=[C:6]([C:8]2[CH:13]=[CH:12][CH:11]=[CH:10][CH:9]=2)[C:5]([N+:14]([O-])=O)=[CH:4][CH:3]=1.C1COCC1.O.Cl.N. Product: [CH3:1][C:2]1[N:7]=[C:6]([C:8]2[CH:13]=[CH:12][CH:11]=[CH:10][CH:9]=2)[C:5]([NH2:14])=[CH:4][CH:3]=1. The catalyst class is: 415. (10) Reactant: [NH:1]1[CH2:6][CH2:5][NH:4][CH2:3][C:2]1=[O:7].C(N(CC)CC)C.[Cl:15][C:16]1[C:17]([CH3:26])=[C:18]([CH:22]=[CH:23][C:24]=1[F:25])[C:19](Cl)=[O:20]. Product: [Cl:15][C:16]1[C:17]([CH3:26])=[C:18]([C:19]([N:4]2[CH2:5][CH2:6][NH:1][C:2](=[O:7])[CH2:3]2)=[O:20])[CH:22]=[CH:23][C:24]=1[F:25]. The catalyst class is: 4.